This data is from Forward reaction prediction with 1.9M reactions from USPTO patents (1976-2016). The task is: Predict the product of the given reaction. (1) Given the reactants [Cl:1][C:2]1[N:9]=[C:8]([Cl:10])[CH:7]=[C:6]([CH3:11])[C:3]=1[C:4]#[N:5].CO[CH:14](OC)[N:15]([CH3:17])[CH3:16], predict the reaction product. The product is: [Cl:1][C:2]1[N:9]=[C:8]([Cl:10])[CH:7]=[C:6](/[CH:11]=[CH:14]/[N:15]([CH3:17])[CH3:16])[C:3]=1[C:4]#[N:5]. (2) Given the reactants [Cl:1][C:2]1[CH:3]=[C:4]2[CH:10]=[C:9]([C:11]([OH:13])=O)[NH:8][C:5]2=[CH:6][N:7]=1.CCN=C=NCCCN(C)C.C1C=C2N=NN(O)C2=CC=1.O.Cl.Cl.[NH2:38][CH:39]1[CH2:48][C:47]2[C:42](=[CH:43][CH:44]=[CH:45][N:46]=2)[NH:41][C:40]1=[O:49].CCN(C(C)C)C(C)C, predict the reaction product. The product is: [O:49]=[C:40]1[CH:39]([NH:38][C:11]([C:9]2[NH:8][C:5]3=[CH:6][N:7]=[C:2]([Cl:1])[CH:3]=[C:4]3[CH:10]=2)=[O:13])[CH2:48][C:47]2[C:42](=[CH:43][CH:44]=[CH:45][N:46]=2)[NH:41]1. (3) The product is: [C:1]([O:5][C:6](=[O:14])[NH:7][C@H:8]1[CH2:12][CH2:11][N:10]([CH2:34][C:25]2[N:24]([S:21]([C:15]3[CH:20]=[CH:19][CH:18]=[CH:17][CH:16]=3)(=[O:23])=[O:22])[C:32]3[C:27](=[N:28][C:29]([Cl:33])=[CH:30][CH:31]=3)[CH:26]=2)[C:9]1=[O:13])([CH3:4])([CH3:2])[CH3:3]. Given the reactants [C:1]([O:5][C:6](=[O:14])[NH:7][C@H:8]1[CH2:12][CH2:11][NH:10][C:9]1=[O:13])([CH3:4])([CH3:3])[CH3:2].[C:15]1([S:21]([N:24]2[C:32]3[C:27](=[N:28][C:29]([Cl:33])=[CH:30][CH:31]=3)[CH:26]=[C:25]2[CH2:34]Br)(=[O:23])=[O:22])[CH:20]=[CH:19][CH:18]=[CH:17][CH:16]=1, predict the reaction product. (4) Given the reactants [F:1][C:2]1([F:21])[CH2:5][CH:4]([C:6]2[CH:11]=[C:10]([F:12])[CH:9]=[CH:8][C:7]=2[O:13]CC2C=CC=CC=2)[CH2:3]1, predict the reaction product. The product is: [F:21][C:2]1([F:1])[CH2:5][CH:4]([C:6]2[CH:11]=[C:10]([F:12])[CH:9]=[CH:8][C:7]=2[OH:13])[CH2:3]1. (5) The product is: [NH2:4][CH2:3][CH2:2][CH2:1][NH:5][C:7]1[C:16]2[C:11](=[N:12][CH:13]=[CH:14][N:15]=2)[CH:10]=[C:9]([Cl:17])[N:8]=1. Given the reactants [CH2:1]([NH2:5])[CH2:2][CH2:3][NH2:4].Cl[C:7]1[C:16]2[C:11](=[N:12][CH:13]=[CH:14][N:15]=2)[CH:10]=[C:9]([Cl:17])[N:8]=1, predict the reaction product. (6) Given the reactants [F:1][C:2]1[CH:7]=[CH:6][C:5]([CH2:8][C:9]2[CH:18]=[C:17]3[C:12]([C:13]([OH:36])=[C:14]([C:31](OCC)=[O:32])[C:15](=[O:30])[N:16]3[CH2:19][CH2:20][CH2:21][S:22]([N:25]3[CH2:29][CH2:28][CH2:27][CH2:26]3)(=[O:24])=[O:23])=[N:11][CH:10]=2)=[CH:4][CH:3]=1.[NH2:37][CH2:38][CH2:39][CH2:40][N:41]1[CH2:46][CH2:45][O:44][CH2:43][CH2:42]1, predict the reaction product. The product is: [F:1][C:2]1[CH:7]=[CH:6][C:5]([CH2:8][C:9]2[CH:18]=[C:17]3[C:12]([C:13]([OH:36])=[C:14]([C:31]([NH:37][CH2:38][CH2:39][CH2:40][N:41]4[CH2:46][CH2:45][O:44][CH2:43][CH2:42]4)=[O:32])[C:15](=[O:30])[N:16]3[CH2:19][CH2:20][CH2:21][S:22]([N:25]3[CH2:29][CH2:28][CH2:27][CH2:26]3)(=[O:23])=[O:24])=[N:11][CH:10]=2)=[CH:4][CH:3]=1.